Dataset: Reaction yield outcomes from USPTO patents with 853,638 reactions. Task: Predict the reaction yield, written as a fraction of the theoretical maximum amount of product (1.0 means a 100% yield; for example, 0.34 means a 34% yield). (1) The catalyst is CO. The reactants are [CH2:1]([N:3]([CH:27]1[CH2:30][C:29]2([CH2:35][CH2:34][NH:33][CH2:32][CH2:31]2)[CH2:28]1)[C:4]1[C:19]2[CH2:18][CH:17]=[CH:16][CH2:15][CH2:14][C:13]3[CH:20]=[C:21]([CH3:25])[NH:22][C:23](=[O:24])[C:12]=3[CH2:11][NH:10][C:9](=[O:26])[C:8]=2[CH:7]=[CH:6][CH:5]=1)[CH3:2].[BH-](OC(C)=O)(OC(C)=O)O[C:38](C)=O.[Na+].C=O.CC(O)=O. The yield is 0.716. The product is [CH2:1]([N:3]([CH:27]1[CH2:30][C:29]2([CH2:31][CH2:32][N:33]([CH3:38])[CH2:34][CH2:35]2)[CH2:28]1)[C:4]1[C:19]2[CH2:18][CH:17]=[CH:16][CH2:15][CH2:14][C:13]3[CH:20]=[C:21]([CH3:25])[NH:22][C:23](=[O:24])[C:12]=3[CH2:11][NH:10][C:9](=[O:26])[C:8]=2[CH:7]=[CH:6][CH:5]=1)[CH3:2]. (2) The reactants are Br[C:2]1[CH:7]=[CH:6][C:5]([CH:8]2[CH2:13][CH2:12][N:11]([CH3:14])[CH2:10][CH2:9]2)=[CH:4][CH:3]=1.[B:15]1([B:15]2[O:19][C:18]([CH3:21])([CH3:20])[C:17]([CH3:23])([CH3:22])[O:16]2)[O:19][C:18]([CH3:21])([CH3:20])[C:17]([CH3:23])([CH3:22])[O:16]1.C([O-])([O-])=O.[K+].[K+]. The catalyst is O1CCOCC1.C1C=CC(P(C2C=CC=CC=2)[C-]2C=CC=C2)=CC=1.C1C=CC(P(C2C=CC=CC=2)[C-]2C=CC=C2)=CC=1.[Fe+2].C1C=CC(/C=C/C(/C=C/C2C=CC=CC=2)=O)=CC=1.C1C=CC(/C=C/C(/C=C/C2C=CC=CC=2)=O)=CC=1.C1C=CC(/C=C/C(/C=C/C2C=CC=CC=2)=O)=CC=1.[Pd].[Pd]. The product is [CH3:14][N:11]1[CH2:12][CH2:13][CH:8]([C:5]2[CH:6]=[CH:7][C:2]([B:15]3[O:19][C:18]([CH3:21])([CH3:20])[C:17]([CH3:23])([CH3:22])[O:16]3)=[CH:3][CH:4]=2)[CH2:9][CH2:10]1. The yield is 1.00. (3) The reactants are [OH:1][C:2]1[CH:11]=[C:10]2[C:5]([CH:6]=[C:7]([C:16]([O:18][CH2:19][CH3:20])=[O:17])[CH:8]([C:12]([F:15])([F:14])[F:13])[O:9]2)=[CH:4][CH:3]=1.B(F)(F)F.[CH3:25]COCC.C(=O)(O)[O-].[Na+].[CH2:35]1[CH2:40][CH2:39]CCC1. No catalyst specified. The product is [C:40]([O:1][C:2]1[CH:11]=[C:10]2[C:5]([CH:6]=[C:7]([C:16]([O:18][CH2:19][CH3:20])=[O:17])[CH:8]([C:12]([F:15])([F:13])[F:14])[O:9]2)=[CH:4][CH:3]=1)([CH3:39])([CH3:35])[CH3:25]. The yield is 0.560. (4) The reactants are OC(C(F)(F)F)=O.[OH:8][NH:9][C:10]([C@H:12]1[CH2:17][C@H:16]([O:18][C:19]2[CH:24]=[CH:23][N:22]=[CH:21][CH:20]=2)[CH2:15][N:14]([CH3:25])[C@@H:13]1[C:26]([N:28]1[CH2:33][CH:32]=[C:31]([C:34]2[CH:39]=[CH:38][CH:37]=[CH:36][CH:35]=2)[CH2:30][CH2:29]1)=[O:27])=[O:11].[H][H]. The catalyst is CO.[Pd].[O-]S([O-])(=O)=O.[Ba+2]. The product is [OH:8][NH:9][C:10]([C@H:12]1[CH2:17][C@H:16]([O:18][C:19]2[CH:20]=[CH:21][N:22]=[CH:23][CH:24]=2)[CH2:15][N:14]([CH3:25])[C@@H:13]1[C:26]([N:28]1[CH2:33][CH2:32][CH:31]([C:34]2[CH:35]=[CH:36][CH:37]=[CH:38][CH:39]=2)[CH2:30][CH2:29]1)=[O:27])=[O:11]. The yield is 1.00. (5) The reactants are O[CH2:2][C:3]1[N:7]([CH2:8][C:9]([O:11][CH2:12][CH3:13])=[O:10])[N:6]=[C:5]([N+:14]([O-:16])=[O:15])[CH:4]=1.O=S(Cl)[Cl:19]. The catalyst is C(Cl)(Cl)Cl. The product is [Cl:19][CH2:2][C:3]1[N:7]([CH2:8][C:9]([O:11][CH2:12][CH3:13])=[O:10])[N:6]=[C:5]([N+:14]([O-:16])=[O:15])[CH:4]=1. The yield is 0.680. (6) The reactants are [C:1]1([C:13]2[CH:18]=[CH:17][CH:16]=[CH:15][CH:14]=2)[CH:6]=[CH:5][CH:4]=[CH:3][C:2]=1[C:7](=[O:12])[C:8]([F:11])([F:10])[F:9].O1CCCC1.B. The catalyst is C1COCC1.Cl. The product is [C:1]1([C:13]2[CH:18]=[CH:17][CH:16]=[CH:15][CH:14]=2)[CH:6]=[CH:5][CH:4]=[CH:3][C:2]=1[CH:7]([OH:12])[C:8]([F:10])([F:11])[F:9]. The yield is 0.960. (7) The catalyst is O1CCCC1.C([O-])(=O)C.[Cu+2].C([O-])(=O)C. The reactants are [CH2:1]([C:5]1[N:6]=[C:7]([CH3:27])[NH:8][C:9](=[O:26])[C:10]=1[CH2:11][C:12]1[CH:17]=[CH:16][C:15]([C:18]2[C:19]([C:24]#[N:25])=[CH:20][CH:21]=[CH:22][CH:23]=2)=[CH:14][CH:13]=1)[CH2:2][CH2:3][CH3:4].[O:28]=[C:29]1[C:37]2[C:32](=[CH:33][C:34](B(O)O)=[CH:35][CH:36]=2)[CH2:31][CH2:30]1.C([N:43](CC)CC)C.N1C=CC=CC=1.[C:54]([O:57]CC)(=[O:56])C. The yield is 0.180. The product is [CH2:1]([C:5]1[N:6]=[C:7]([CH3:27])[N:8]([C:34]2[CH:33]=[C:32]3[C:37](=[CH:36][CH:35]=2)[CH:29]([OH:28])[CH2:30][CH2:31]3)[C:9](=[O:26])[C:10]=1[CH2:11][C:12]1[CH:17]=[CH:16][C:15]([C:18]2[CH:23]=[CH:22][CH:21]=[CH:20][C:19]=2[C:24]2[NH:43][C:54](=[O:56])[O:57][N:25]=2)=[CH:14][CH:13]=1)[CH2:2][CH2:3][CH3:4].